Dataset: Reaction yield outcomes from USPTO patents with 853,638 reactions. Task: Predict the reaction yield, written as a fraction of the theoretical maximum amount of product (1.0 means a 100% yield; for example, 0.34 means a 34% yield). (1) The reactants are CC1(C)C(C)(C)OB([C:9]2[CH:10]=[C:11]([CH:14]=[O:15])[O:12][CH:13]=2)O1.Cl[C:18]1[C:19]2[CH:26]=[CH:25][NH:24][C:20]=2[N:21]=[CH:22][N:23]=1.P([O-])([O-])([O-])=O.[K+].[K+].[K+]. The catalyst is CN(C=O)C. The product is [N:21]1[C:20]2[NH:24][CH:25]=[CH:26][C:19]=2[C:18]([C:9]2[CH:10]=[C:11]([CH:14]=[O:15])[O:12][CH:13]=2)=[N:23][CH:22]=1. The yield is 0.870. (2) The reactants are [N:1]([O-:3])=[O:2].[Na+].[CH:5]1([C:8]2[C:17]3[C:12](=[CH:13][CH:14]=[CH:15][CH:16]=3)[CH:11]=[CH:10][CH:9]=2)[CH2:7][CH2:6]1.O. The catalyst is C(OCC)(=O)C. The product is [CH:5]1([C:8]2[C:17]3[C:12](=[CH:13][CH:14]=[CH:15][CH:16]=3)[C:11]([N+:1]([O-:3])=[O:2])=[CH:10][CH:9]=2)[CH2:7][CH2:6]1. The yield is 0.640. (3) The reactants are O[CH2:2][C:3]1[C:8]([CH3:9])=[C:7]([O:10][CH2:11][CH2:12][CH2:13][O:14][CH3:15])[CH:6]=[CH:5][N:4]=1.S(Cl)([Cl:18])=O. The catalyst is C(OCC)(=O)C. The product is [Cl:18][CH2:2][C:3]1[C:8]([CH3:9])=[C:7]([O:10][CH2:11][CH2:12][CH2:13][O:14][CH3:15])[CH:6]=[CH:5][N:4]=1. The yield is 0.974. (4) The yield is 0.420. The catalyst is N1C=CC=CC=1.C(OCC)(=O)C. The product is [Cl:1][C:2]1[C:10]2[N:9]=[C:8]3[N:11]([C:12]4[C:13]([CH3:19])=[N:14][N:15]([CH3:18])[C:16]=4[CH3:17])[CH2:23][CH2:22][CH2:21][CH2:20][N:7]3[C:6]=2[C:5]([CH:25]([CH2:28][CH3:29])[CH2:26][CH3:27])=[CH:4][CH:3]=1. The reactants are [Cl:1][C:2]1[C:10]2[N:9]=[C:8]([NH:11][C:12]3[C:13]([CH3:19])=[N:14][N:15]([CH3:18])[C:16]=3[CH3:17])[N:7]([CH2:20][CH2:21][CH2:22][CH2:23]O)[C:6]=2[C:5]([CH:25]([CH2:28][CH3:29])[CH2:26][CH3:27])=[CH:4][CH:3]=1.CS(Cl)(=O)=O.O1CCCC1.C(=O)(O)[O-].[Na+].C(=O)([O-])[O-].[K+].[K+]. (5) The reactants are [NH2:1][C:2]1[CH:3]=[C:4]2[C:9](=[CH:10][CH:11]=1)[N:8]=[CH:7][N:6]=[C:5]2[NH:12][C:13]1[CH:18]=[CH:17][C:16]([F:19])=[C:15]([Cl:20])[CH:14]=1.[O:21]1[C:25]([C:26](Cl)=[O:27])=[CH:24][CH:23]=[N:22]1. No catalyst specified. The product is [ClH:20].[Cl:20][C:15]1[CH:14]=[C:13]([CH:18]=[CH:17][C:16]=1[F:19])[NH:12][C:5]1[C:4]2[C:9](=[CH:10][CH:11]=[C:2]([NH:1][C:26]([C:25]3[O:21][N:22]=[CH:23][CH:24]=3)=[O:27])[CH:3]=2)[N:8]=[CH:7][N:6]=1. The yield is 0.870. (6) The reactants are [NH:1]1[C:9]2[C:4](=[CH:5][CH:6]=[CH:7][N:8]=2)[CH:3]=[CH:2]1.[CH3:10]C1C2C(=CC=CC=2)NC=1. No catalyst specified. The product is [CH3:10][N:1]1[C:9]2=[N:8][CH:7]=[CH:6][CH:5]=[C:4]2[CH:3]=[CH:2]1. The yield is 0.580. (7) The reactants are [F:1][C:2]1[CH:7]=[CH:6][C:5]([C:8]2[C:13]([C:14]3[CH:19]=[CH:18][N:17]=[CH:16][CH:15]=3)=[C:12]([C:20]3[CH:25]=[CH:24][C:23]([F:26])=[CH:22][CH:21]=3)[N:11]=[C:10]3[N:27]([CH2:30][C:31](O)=[O:32])[N:28]=[CH:29][C:9]=23)=[CH:4][CH:3]=1.[NH3:34]. No catalyst specified. The product is [F:1][C:2]1[CH:7]=[CH:6][C:5]([C:8]2[C:13]([C:14]3[CH:15]=[CH:16][N:17]=[CH:18][CH:19]=3)=[C:12]([C:20]3[CH:21]=[CH:22][C:23]([F:26])=[CH:24][CH:25]=3)[N:11]=[C:10]3[N:27]([CH2:30][C:31]([NH2:34])=[O:32])[N:28]=[CH:29][C:9]=23)=[CH:4][CH:3]=1. The yield is 0.360.